This data is from Full USPTO retrosynthesis dataset with 1.9M reactions from patents (1976-2016). The task is: Predict the reactants needed to synthesize the given product. (1) Given the product [Cl:1][C:2]1[C:3]([CH2:10][CH2:11][OH:12])=[CH:4][CH:5]=[CH:6][C:7]=1[CH:8]=[O:9], predict the reactants needed to synthesize it. The reactants are: [Cl:1][C:2]1[C:7]([CH2:8][OH:9])=[CH:6][CH:5]=[CH:4][C:3]=1[CH2:10][CH2:11][OH:12]. (2) The reactants are: [CH2:1]([O:3][CH2:4][C:5]1[N:6]([CH2:18][CH2:19][OH:20])[C:7]2[C:16]3[CH:15]=[CH:14][CH:13]=[CH:12][C:11]=3[N:10]=[CH:9][C:8]=2[N:17]=1)[CH3:2].[CH2:21](Br)[C:22]#[CH:23]. Given the product [CH2:1]([O:3][CH2:4][C:5]1[N:6]([CH2:18][CH2:19][O:20][CH2:23][C:22]#[CH:21])[C:7]2[C:16]3[CH:15]=[CH:14][CH:13]=[CH:12][C:11]=3[N:10]=[CH:9][C:8]=2[N:17]=1)[CH3:2], predict the reactants needed to synthesize it. (3) Given the product [F:27][C:21]1[CH:22]=[C:23]([F:26])[CH:24]=[CH:25][C:20]=1[N:15]1[C:14]([C:8]2[N:7]=[C:6]3[N:10]([CH2:11][CH2:12][O:13][C:4]4[CH:3]=[C:2]([C:30]#[N:31])[CH:29]=[CH:28][C:5]=43)[CH:9]=2)=[N:18][C:17]([CH3:19])=[N:16]1, predict the reactants needed to synthesize it. The reactants are: Br[C:2]1[CH:29]=[CH:28][C:5]2[C:6]3[N:10]([CH2:11][CH2:12][O:13][C:4]=2[CH:3]=1)[CH:9]=[C:8]([C:14]1[N:15]([C:20]2[CH:25]=[CH:24][C:23]([F:26])=[CH:22][C:21]=2[F:27])[N:16]=[C:17]([CH3:19])[N:18]=1)[N:7]=3.[CH3:30][N:31](C=O)C. (4) The reactants are: [CH3:1][O:2][C:3]1[CH:22]=[CH:21][C:6]([CH2:7][C@@H:8]2[C:12]3=[N:13][C:14]4[CH:19]=[CH:18][CH:17]=[CH:16][C:15]=4[N:11]3[C:10](=[O:20])[NH:9]2)=[CH:5][CH:4]=1.Cl.[Cl:24][C:25]1[CH:26]=[C:27]([C:31]2([NH2:34])[CH2:33][CH2:32]2)[CH:28]=[CH:29][CH:30]=1.C(O)(C(F)(F)F)=O. Given the product [NH:13]1[C:14]2[CH:19]=[CH:18][CH:17]=[CH:16][C:15]=2[N:11]=[C:12]1[C@H:8]([NH:9][C:10]([NH:34][C:31]1([C:27]2[CH:28]=[CH:29][CH:30]=[C:25]([Cl:24])[CH:26]=2)[CH2:33][CH2:32]1)=[O:20])[CH2:7][C:6]1[CH:5]=[CH:4][C:3]([O:2][CH3:1])=[CH:22][CH:21]=1, predict the reactants needed to synthesize it. (5) Given the product [C-:3]#[N:4].[Br:1][C:2]1[C:3]([C:10]#[N:9])=[N:4][CH:5]=[CH:6][CH:7]=1, predict the reactants needed to synthesize it. The reactants are: [Br:1][C:2]1[CH:3]=[N+:4]([O-])[CH:5]=[CH:6][CH:7]=1.[N:9]1C=CC=C[CH:10]=1. (6) The reactants are: Cl[C:2]1[N:7]=[C:6]([C:8]([F:11])([F:10])[F:9])[CH:5]=[CH:4][N:3]=1.[NH2:12][C:13]1[CH:14]=[C:15]([N:19]2[CH:23]=[C:22]([C:24]([O:26][CH3:27])=[O:25])[N:21]=[CH:20]2)[CH:16]=[CH:17][CH:18]=1.C([O-])([O-])=O.[Cs+].[Cs+].CC1(C)C2C(=C(P(C3C=CC=CC=3)C3C=CC=CC=3)C=CC=2)OC2C(P(C3C=CC=CC=3)C3C=CC=CC=3)=CC=CC1=2. Given the product [F:9][C:8]([F:11])([F:10])[C:6]1[CH:5]=[CH:4][N:3]=[C:2]([NH:12][C:13]2[CH:14]=[C:15]([N:19]3[CH:23]=[C:22]([C:24]([O:26][CH3:27])=[O:25])[N:21]=[CH:20]3)[CH:16]=[CH:17][CH:18]=2)[N:7]=1, predict the reactants needed to synthesize it. (7) Given the product [C:20]([O:19][C@@H:8]1[C@H:9]([O:15][C:16](=[O:18])[CH3:17])[C@@H:10]([O:11][C:12](=[O:14])[CH3:13])[C@H:5]([Br:28])[O:6][C@@H:7]1[CH2:23][O:24][C:25](=[O:27])[CH3:26])(=[O:22])[CH3:21], predict the reactants needed to synthesize it. The reactants are: C(O[C@H:5]1[C@H:10]([O:11][C:12](=[O:14])[CH3:13])[C@@H:9]([O:15][C:16](=[O:18])[CH3:17])[C@@H:8]([O:19][C:20](=[O:22])[CH3:21])[C@@H:7]([CH2:23][O:24][C:25](=[O:27])[CH3:26])[O:6]1)(=O)C.[BrH:28]. (8) Given the product [CH:9]([C:11]1[CH:16]=[CH:15][C:14]([C:2]2[CH:7]=[CH:6][CH:5]=[CH:4][C:3]=2[Cl:8])=[CH:13][CH:12]=1)=[O:10], predict the reactants needed to synthesize it. The reactants are: Br[C:2]1[CH:7]=[CH:6][CH:5]=[CH:4][C:3]=1[Cl:8].[CH:9]([C:11]1[CH:16]=[CH:15][C:14](B(O)O)=[CH:13][CH:12]=1)=[O:10].C(=O)([O-])[O-].[Na+].[Na+].C(OCC)(=O)C. (9) Given the product [I:13][C:14]1[CH:15]=[C:16]([CH:19]=[CH:20][CH:21]=1)[CH2:17][N:2]1[CH2:3][CH2:4][CH2:5][C:6]2([CH2:11][CH2:10][N:9]([C:23]3[CH:32]=[N:31][C:30]4[C:25](=[CH:26][CH:27]=[CH:28][CH:29]=4)[N:24]=3)[CH2:8][CH2:7]2)[C:1]1=[O:12], predict the reactants needed to synthesize it. The reactants are: [C:1]1(=[O:12])[C:6]2([CH2:11][CH2:10][NH:9][CH2:8][CH2:7]2)[CH2:5][CH2:4][CH2:3][NH:2]1.[I:13][C:14]1[CH:15]=[C:16]([CH:19]=[CH:20][CH:21]=1)[CH2:17]Br.Cl[C:23]1[CH:32]=[N:31][C:30]2[C:25](=[CH:26][CH:27]=[CH:28][CH:29]=2)[N:24]=1. (10) Given the product [ClH:16].[NH2:12][CH:3]1[CH2:4][CH2:5][C:6]2[C:11](=[CH:10][CH:9]=[CH:8][CH:7]=2)[C:2]1=[O:1], predict the reactants needed to synthesize it. The reactants are: [O:1]=[C:2]1[C:11]2[C:6](=[CH:7][CH:8]=[CH:9][CH:10]=2)[CH2:5][CH2:4][CH:3]1[NH:12]C(=O)C.[ClH:16].